Dataset: Catalyst prediction with 721,799 reactions and 888 catalyst types from USPTO. Task: Predict which catalyst facilitates the given reaction. (1) Reactant: [NH2:1][C@H:2]1[CH2:7][CH2:6][C@H:5]([NH:8][C:9]2[CH:14]=[C:13]([C:15]3[N:20]=[C:19]([O:21][CH2:22][C:23]4([C:29]#[N:30])[CH2:28][CH2:27][O:26][CH2:25][CH2:24]4)[CH:18]=[N:17][CH:16]=3)[C:12]([Cl:31])=[CH:11][N:10]=2)[CH2:4][CH2:3]1.C(N(C(C)C)CC)(C)C.Br[CH2:42][CH2:43][F:44]. Product: [Cl:31][C:12]1[C:13]([C:15]2[N:20]=[C:19]([O:21][CH2:22][C:23]3([C:29]#[N:30])[CH2:28][CH2:27][O:26][CH2:25][CH2:24]3)[CH:18]=[N:17][CH:16]=2)=[CH:14][C:9]([NH:8][C@H:5]2[CH2:6][CH2:7][C@H:2]([NH:1][CH2:42][CH2:43][F:44])[CH2:3][CH2:4]2)=[N:10][CH:11]=1. The catalyst class is: 44. (2) Reactant: [OH:1][C:2]1[C:3]([CH3:13])=[C:4]([CH:10]=[CH:11][CH:12]=1)[C:5]([O:7][CH2:8][CH3:9])=[O:6].C([O-])([O-])=O.[K+].[K+].[CH3:20][C:21]1[CH:28]=[CH:27][CH:26]=[C:25]([CH3:29])[C:22]=1[CH2:23]Cl. Product: [CH3:20][C:21]1[CH:28]=[CH:27][CH:26]=[C:25]([CH3:29])[C:22]=1[CH2:23][O:1][C:2]1[C:3]([CH3:13])=[C:4]([CH:10]=[CH:11][CH:12]=1)[C:5]([O:7][CH2:8][CH3:9])=[O:6]. The catalyst class is: 31.